Dataset: Blood-brain barrier penetration binary classification data from Martins et al.. Task: Regression/Classification. Given a drug SMILES string, predict its absorption, distribution, metabolism, or excretion properties. Task type varies by dataset: regression for continuous measurements (e.g., permeability, clearance, half-life) or binary classification for categorical outcomes (e.g., BBB penetration, CYP inhibition). Dataset: bbb_martins. (1) The drug is CCC1C(=O)NC(=O)C1(C)c1ccccc1. The result is 1 (penetrates BBB). (2) The molecule is CCN1CCCC1CNC(=O)c1cc(C(C)=O)ccc1OC. The result is 1 (penetrates BBB). (3) The molecule is Cc1ccc(CC2=CNC(NCCSCc3ccc(CN(C)C)o3)=NC2)cn1. The result is 0 (does not penetrate BBB).